This data is from Forward reaction prediction with 1.9M reactions from USPTO patents (1976-2016). The task is: Predict the product of the given reaction. (1) Given the reactants O[C@H](C1C=CC=CC=1)[C@H](N(C)[C:6](=[O:24])[C@@H:7]([N:15]([CH3:23])[C:16](=[O:22])[O:17][C:18]([CH3:21])([CH3:20])[CH3:19])[CH2:8][CH:9]1[CH2:14][CH2:13][O:12][CH2:11][CH2:10]1)C.[OH-:32].[Na+], predict the reaction product. The product is: [CH3:21][C:18]([O:17][C:16]([N:15]([CH3:23])[C@H:7]([C:6]([OH:24])=[O:32])[CH2:8][CH:9]1[CH2:10][CH2:11][O:12][CH2:13][CH2:14]1)=[O:22])([CH3:19])[CH3:20]. (2) Given the reactants Br[CH2:2]/[CH:3]=[CH:4]/[C:5]([OH:7])=O.Cl.[Cl:9][C:10]1[CH:11]=[C:12]([OH:30])[CH:13]=[C:14]([NH:16][C:17]2[C:18]3[C:25]4[CH2:26][CH2:27][NH:28][CH2:29][C:24]=4[S:23][C:19]=3[N:20]=[CH:21][N:22]=2)[CH:15]=1.[CH3:31][O:32][CH:33]1[CH2:38][CH2:37][NH:36][CH2:35][CH2:34]1, predict the reaction product. The product is: [Cl:9][C:10]1[CH:11]=[C:12]([OH:30])[CH:13]=[C:14]([NH:16][C:17]2[C:18]3[C:25]4[CH2:26][CH2:27][N:28]([C:5](=[O:7])/[CH:4]=[CH:3]/[CH2:2][N:36]5[CH2:37][CH2:38][CH:33]([O:32][CH3:31])[CH2:34][CH2:35]5)[CH2:29][C:24]=4[S:23][C:19]=3[N:20]=[CH:21][N:22]=2)[CH:15]=1. (3) Given the reactants [N+](/[C:4](=[CH:15]/[CH2:16]/[C:17](/[N+]([O-])=O)=[CH:18]\[CH2:19][CH2:20][CH2:21][CH2:22][CH3:23])/[CH2:5][CH2:6][CH2:7][CH2:8][CH2:9][CH2:10][CH2:11][C:12]([OH:14])=[O:13])([O-])=O.[N+](/C(=C/C/C=C(/[N+]([O-])=O)\CCCCC)/CCCCCCCC(O)=O)([O-])=O.[N+](/C(/C/C(/[N+]([O-])=O)=C\CCCCC)=C/CCCCCCCC(O)=O)([O-])=O.[N+](/C(/C/C=C(/[N+]([O-])=O)\CCCCC)=C/CCCCCCCC(O)=O)([O-])=O, predict the reaction product. The product is: [C:12]([OH:14])(=[O:13])[CH2:11][CH2:10][CH2:9][CH2:8][CH2:7][CH2:6][CH2:5]/[CH:4]=[CH:15]\[CH2:16]/[CH:17]=[CH:18]\[CH2:19][CH2:20][CH2:21][CH2:22][CH3:23].